This data is from HIV replication inhibition screening data with 41,000+ compounds from the AIDS Antiviral Screen. The task is: Binary Classification. Given a drug SMILES string, predict its activity (active/inactive) in a high-throughput screening assay against a specified biological target. (1) The molecule is CC(NNC(=O)c1ccncc1)c1ccccc1. The result is 0 (inactive). (2) The molecule is COc1ccc(C=C2CSCC(=Cc3ccc(OC)c(OC)c3)C2=O)cc1OC. The result is 0 (inactive). (3) The molecule is COc1ccc(C(=NOCCCC(=O)O)c2cccs2)cc1. The result is 0 (inactive). (4) The compound is CC(C)(C)OC(=O)N1CCC2(CC1)C(=O)NCN2c1ccccc1. The result is 0 (inactive). (5) The drug is CC(C)(CN1CCCCC1)C(=O)C=Cc1c(Cl)cccc1Cl.Cl. The result is 0 (inactive). (6) The drug is CN1C(=CC(=O)c2ccccc2)Nc2ccccc21. The result is 0 (inactive). (7) The drug is CCCCNC(=S)NC=C1C(=O)Nc2ccccc2C1=O. The result is 0 (inactive). (8) The drug is Nc1nc(Cl)c(N)c(NCC2(CO)CC(OCc3ccccc3)C2)n1. The result is 0 (inactive). (9) The drug is O=C(ON(Cc1ccccc1)C(=O)C1C=CC=C1)C1=CCC=C1. The result is 0 (inactive). (10) The compound is COC(=O)Cc1nn2c(nc1=O)sc1ccc3ccccc3c12. The result is 0 (inactive).